From a dataset of Full USPTO retrosynthesis dataset with 1.9M reactions from patents (1976-2016). Predict the reactants needed to synthesize the given product. Given the product [Br:8][C:16]1[CH:17]=[C:10]([F:9])[C:11]([OH:18])=[C:12]([CH:15]=1)[C:13]#[N:14], predict the reactants needed to synthesize it. The reactants are: C1C(=O)N([Br:8])C(=O)C1.[F:9][C:10]1[C:11]([OH:18])=[C:12]([CH:15]=[CH:16][CH:17]=1)[C:13]#[N:14].